Dataset: NCI-60 drug combinations with 297,098 pairs across 59 cell lines. Task: Regression. Given two drug SMILES strings and cell line genomic features, predict the synergy score measuring deviation from expected non-interaction effect. Drug 1: CC1=C(N=C(N=C1N)C(CC(=O)N)NCC(C(=O)N)N)C(=O)NC(C(C2=CN=CN2)OC3C(C(C(C(O3)CO)O)O)OC4C(C(C(C(O4)CO)O)OC(=O)N)O)C(=O)NC(C)C(C(C)C(=O)NC(C(C)O)C(=O)NCCC5=NC(=CS5)C6=NC(=CS6)C(=O)NCCC[S+](C)C)O. Drug 2: CC(C)CN1C=NC2=C1C3=CC=CC=C3N=C2N. Cell line: SW-620. Synergy scores: CSS=12.5, Synergy_ZIP=-5.78, Synergy_Bliss=-5.66, Synergy_Loewe=-0.859, Synergy_HSA=-0.859.